This data is from Catalyst prediction with 721,799 reactions and 888 catalyst types from USPTO. The task is: Predict which catalyst facilitates the given reaction. (1) Reactant: C(O)(C(F)(F)F)=O.[CH3:8][C:9]1([CH3:25])[O:14][C:13]2[CH:15]=[C:16](/[CH:19]=[CH:20]/[C:21]([OH:23])=O)[CH:17]=[N:18][C:12]=2[NH:11][C:10]1=[O:24].[CH3:26][NH:27][C@@H:28]([C:30]1[O:31][C:32]2[CH:40]=[CH:39][CH:38]=[CH:37][C:33]=2[C:34]=1[CH2:35][CH3:36])[CH3:29].CCN=C=NCCCN(C)C.C1C=CC2N(O)N=NC=2C=1.CCN(C(C)C)C(C)C. Product: [CH3:25][C:9]1([CH3:8])[O:14][C:13]2[CH:15]=[C:16](/[CH:19]=[CH:20]/[C:21]([N:27]([C@@H:28]([C:30]3[O:31][C:32]4[CH:40]=[CH:39][CH:38]=[CH:37][C:33]=4[C:34]=3[CH2:35][CH3:36])[CH3:29])[CH3:26])=[O:23])[CH:17]=[N:18][C:12]=2[NH:11][C:10]1=[O:24]. The catalyst class is: 18. (2) Reactant: [CH3:1][O:2][C:3]1[CH:4]=[C:5]2[CH2:14][CH:13]([CH2:15][CH:16]3[CH2:21][CH2:20][N:19]([CH2:22][C:23]4[CH:24]=[CH:25][CH:26]=[CH:27][CH:28]=4)[CH2:18][CH2:17]3)[C:11](=[O:12])[C:6]2=[CH:7][C:8]=1[O:9][CH3:10].[BrH:29]. Product: [CH3:1][O:2][C:3]1[CH:4]=[C:5]2[CH2:14][CH:13]([CH2:15][CH:16]3[CH2:17][CH2:18][N:19]([CH2:22][C:23]4[CH:28]=[CH:27][CH:26]=[CH:25][CH:24]=4)[CH2:20][CH2:21]3)[C:11](=[O:12])[C:6]2=[CH:7][C:8]=1[O:9][CH3:10].[BrH:29]. The catalyst class is: 41. (3) Reactant: [CH2:1]([C:9]1[CH:13]=[CH:12][S:11][CH:10]=1)[CH2:2][CH2:3][CH2:4][CH2:5][CH2:6][CH2:7][CH3:8].C1C(=O)N([Br:21])C(=O)C1. Product: [Br:21][C:10]1[S:11][CH:12]=[CH:13][C:9]=1[CH2:1][CH2:2][CH2:3][CH2:4][CH2:5][CH2:6][CH2:7][CH3:8]. The catalyst class is: 18. (4) The catalyst class is: 5. Product: [CH3:1][O:2][C:3]1[CH:4]=[C:5]2[C:9](=[CH:10][CH:11]=1)[C:8](=[O:12])[C:7](=[N:13][OH:14])[CH2:6]2. Reactant: [CH3:1][O:2][C:3]1[CH:4]=[C:5]2[C:9](=[CH:10][CH:11]=1)[C:8](=[O:12])[CH2:7][CH2:6]2.[N:13](OCCCC)=[O:14].Cl. (5) Reactant: [CH:1]([C:4]1[N:5]=[C:6]([C:9]([O:11]CC)=[O:10])[S:7][CH:8]=1)([CH3:3])[CH3:2].[OH-].[Li+]. Product: [CH:1]([C:4]1[N:5]=[C:6]([C:9]([OH:11])=[O:10])[S:7][CH:8]=1)([CH3:3])[CH3:2]. The catalyst class is: 200. (6) Reactant: [C:1]([C:3]1[CH:8]=[CH:7][C:6]([CH:9]2[CH2:11][CH2:10]2)=[CH:5][N:4]=1)#[N:2]. Product: [CH:9]1([C:6]2[CH:7]=[CH:8][C:3]([CH2:1][NH2:2])=[N:4][CH:5]=2)[CH2:11][CH2:10]1. The catalyst class is: 834.